Dataset: Full USPTO retrosynthesis dataset with 1.9M reactions from patents (1976-2016). Task: Predict the reactants needed to synthesize the given product. (1) Given the product [Br:6][C:7]1[CH:12]=[C:11]([Cl:13])[CH:10]=[CH:9][C:8]=1[CH:14]([NH:37][C:34]1[CH:33]=[CH:32][C:31]([C:28]2[CH:29]=[CH:30][C:25]([F:24])=[CH:26][CH:27]=2)=[CH:36][CH:35]=1)[CH3:15], predict the reactants needed to synthesize it. The reactants are: CS(Cl)(=O)=O.[Br:6][C:7]1[CH:12]=[C:11]([Cl:13])[CH:10]=[CH:9][C:8]=1[CH:14](O)[CH3:15].CCN(CC)CC.[F:24][C:25]1[CH:30]=[CH:29][C:28]([C:31]2[CH:36]=[CH:35][C:34]([NH2:37])=[CH:33][CH:32]=2)=[CH:27][CH:26]=1. (2) Given the product [CH3:6][N:7]1[CH:11]=[C:10]([C:12]2[CH:13]=[CH:14][C:15]3[N:16]([C:18]([CH2:21][C:23]4[CH:24]=[C:25]5[C:30](=[CH:31][CH:32]=4)[N:29]=[CH:28][CH:27]=[CH:26]5)=[CH:19][N:20]=3)[N:17]=2)[CH:9]=[N:8]1, predict the reactants needed to synthesize it. The reactants are: II.O[PH2]=O.[CH3:6][N:7]1[CH:11]=[C:10]([C:12]2[CH:13]=[CH:14][C:15]3[N:16]([C:18]([CH:21]([C:23]4[CH:24]=[C:25]5[C:30](=[CH:31][CH:32]=4)[N:29]=[CH:28][CH:27]=[CH:26]5)O)=[CH:19][N:20]=3)[N:17]=2)[CH:9]=[N:8]1. (3) Given the product [Cl:24][C:17]1[N:16]=[C:15]2[C:20]([N:21]=[CH:22][N:14]2[C@@H:12]2[CH2:13][C@H:9]([NH:8][C:27](=[O:30])[CH2:28][CH3:29])[C@@H:10]([OH:26])[C@H:11]2[OH:25])=[C:19]([Cl:23])[N:18]=1, predict the reactants needed to synthesize it. The reactants are: FC(F)(F)C(O)=O.[NH2:8][C@H:9]1[CH2:13][C@@H:12]([N:14]2[CH:22]=[N:21][C:20]3[C:15]2=[N:16][C:17]([Cl:24])=[N:18][C:19]=3[Cl:23])[C@H:11]([OH:25])[C@@H:10]1[OH:26].[C:27](Cl)(=[O:30])[CH2:28][CH3:29].FC(F)(F)C(O)=O.NC1N=C(Cl)N=C2C=1N=CN2[C@@H]1C[C@H](NC(=O)CC)[C@@H](O)[C@H]1O. (4) The reactants are: [NH2:1][C:2]1[C:11]([CH3:12])=[CH:10][CH:9]=[CH:8][C:3]=1[C:4]([NH:6][CH3:7])=[O:5].[ClH:13].OO.S([O-])([O-])=O.[Na+].[Na+].[OH-].[Na+]. Given the product [NH2:1][C:2]1[C:11]([CH3:12])=[CH:10][C:9]([Cl:13])=[CH:8][C:3]=1[C:4]([NH:6][CH3:7])=[O:5], predict the reactants needed to synthesize it. (5) Given the product [F:1][C:2]1[CH:3]=[C:4]([C:11]2[CH2:12][CH:13]3[CH2:19][CH:17]([CH2:16][N:15]([CH3:20])[CH2:14]3)[CH:18]=2)[CH:5]=[C:6]([O:9][CH3:10])[C:7]=1[F:8], predict the reactants needed to synthesize it. The reactants are: [F:1][C:2]1[CH:3]=[C:4]([C:11]2[CH2:18][CH:17]3[CH2:19][CH:13]([CH2:14][N:15]([C:20](OC(C)(C)C)=O)[CH2:16]3)[CH:12]=2)[CH:5]=[C:6]([O:9][CH3:10])[C:7]=1[F:8].[H-].[H-].[H-].[H-].[Li+].[Al+3].CCOC(C)=O. (6) Given the product [N:32]1[C:33]2[C:28](=[CH:27][C:26]([C:14]3[C:15]([CH3:25])=[N:16][N:17]([C:18]4[CH:23]=[CH:22][CH:21]=[CH:20][C:19]=4[CH3:24])[C:13]=3[NH:12][C:5]3[CH:6]=[CH:7][C:8]([CH2:10][CH3:11])=[CH:9][C:4]=3[C:3]([OH:36])=[O:2])=[CH:35][CH:34]=2)[N:29]=[CH:30][CH:31]=1, predict the reactants needed to synthesize it. The reactants are: C[O:2][C:3](=[O:36])[C:4]1[CH:9]=[C:8]([CH2:10][CH3:11])[CH:7]=[CH:6][C:5]=1[NH:12][C:13]1[N:17]([C:18]2[CH:23]=[CH:22][CH:21]=[CH:20][C:19]=2[CH3:24])[N:16]=[C:15]([CH3:25])[C:14]=1[C:26]1[CH:27]=[C:28]2[C:33](=[CH:34][CH:35]=1)[N:32]=[CH:31][CH:30]=[N:29]2.[OH-].[Na+].Cl.